This data is from Experimentally validated miRNA-target interactions with 360,000+ pairs, plus equal number of negative samples. The task is: Binary Classification. Given a miRNA mature sequence and a target amino acid sequence, predict their likelihood of interaction. (1) The miRNA is mmu-miR-10a-5p with sequence UACCCUGUAGAUCCGAAUUUGUG. The protein sequence of the target gene is MASGSVAECLQQETTCPVCLQYFVEPMMLDCGHNICCACLARCWGAAETNVSCPQCRETFPQRHMRPNRHLANVTQLVKQLRTERPSGPGGEMGVCEKHREPLKLYCEQDQMPICVVCDRSREHRGHSVLPLEEAVEGFKEQIQNRLDHLRRVKDLKKRRRAQGEQARAELLSLTQMEREKIVWEFEQLYHSLKEHEYRLLARLEELDLAIYNSINGAITQFSCNISHLSGLIAQLEEKQQQPTRELLQDIGDTLSRAERIRIPEPWITPPDLQEKIHIFAQKCLFLTESLKQFTEKMQS.... Result: 1 (interaction). (2) The miRNA is hsa-miR-4636 with sequence AACUCGUGUUCAAAGCCUUUAG. The protein sequence of the target gene is MEPPDAPAQARGAPRLLLLAVLLAAHPDAQAEVRLSVPPLVEVMRGKSVILDCTPTGTHDHYMLEWFLTDRSGARPRLASAEMQGSELQVTMHDTRGRSPPYQLDSQGRLVLAEAQVGDERDYVCVVRAGAAGTAEATARLNVFAKPEATEVSPNKGTLSVMEDSAQEIATCNSRNGNPAPKITWYRNGQRLEVPVEMNPEGYMTSRTVREASGLLSLTSTLYLRLRKDDRDASFHCAAHYSLPEGRHGRLDSPTFHLTLHYPTEHVQFWVGSPSTPAGWVREGDTVQLLCRGDGSPSPE.... Result: 0 (no interaction). (3) The miRNA is hsa-miR-4795-5p with sequence AGAAGUGGCUAAUAAUAUUGA. The protein sequence of the target gene is MGKAENYELYSVELGPGPGGDMAAKMSKKKKAGGGGGKRKEKLENMKKEMEINDHQLSVAELEQKYQTSATKGLSASLAAELLLRDGPNALRPPRGTPEYVKFARQLAGGLQCLMWVAAAICLIAFAIQASEGDLTTDDNLYLAIALIAVVVVTGCFGYYQEFKSTNIIASFKNLVPQQATVIRDGDKFQINADQLVVGDLVEMKGGDRVPADIRILAAQGCKVDNSSLTGESEPQTRSPECTHESPLETRNIAFFSTMCLEGTVQGLVVNTGDRTIIGRIASLASGVENEKTPIAIEIE.... Result: 0 (no interaction). (4) The miRNA is hsa-miR-6833-3p with sequence UUUCUCUCUCCACUUCCUCAG. The protein sequence of the target gene is MFASCHCVPRGRRTMKMIHFRSSSVKSLSQEMRCTIRLLDDSEISCHIQRETKGQFLIDHICNYYSLLEKDYFGIRYVDPEKQRHWLEPNKSIFKQMKTHPPYTMCFRVKFYPHEPLKIKEELTRYLLYLQIKRDIFHGRLLCSFSDAAYLGACIVQAELGDYDPDEHPENYISEFEIFPKQSQKLERKIVEIHKNELRGQSPPVAEFNLLLKAHTLETYGVDPHPCKDSTGTTTFLGFTAAGFVVFQGNKRIHLIKWPDVCKLKFEGKTFYVIGTQKEKKAMLAFHTSTPAACKHLWKC.... Result: 1 (interaction). (5) The miRNA is hsa-miR-455-5p with sequence UAUGUGCCUUUGGACUACAUCG. The protein sequence of the target gene is MEHPLFGCLRSPHATAQGLHPFSQSSLALHGRSDHMSYPELSTSSSSCIIAGYPNEEGMFASQHHRGHHHHHHHHHHHHHQQQQHQALQTNWHLPQMSSPPSAARHSLCLQPDSGGPPELGSSPPVLCSNSSSLGSSTPTGAACAPGDYGRQALSPAEAEKRSGGKRKSDSSDSQEGNYKSEVNSKPRKERTAFTKEQIRELEAEFAHHNYLTRLRRYEIAVNLDLTERQVKVWFQNRRMKWKRVKGGQQGAAAREKELVNVKKGTLLPSELSGIGAATLQQTGDSIANEDSHDSDHSSE.... Result: 0 (no interaction). (6) The miRNA is hsa-miR-3609 with sequence CAAAGUGAUGAGUAAUACUGGCUG. The protein sequence of the target gene is MAFMEKPPAGKVLLDDTVPLTAAIEASQSLQSHTEYIIRVQRGISVENSWQIVRRYSDFDLLNNSLQIAGLSLPLPPKKLIGNMDREFIAERQKGLQNYLNVITTNHILSNCELVKKFLDPNNYSANYTEIALQQVSMFFRSEPKWEVVEPLKDIGWRIRKKYFLMKIKNQPKERLVLSWADLGPDKYLSDKDFQCLIKLLPSCLHPYIYRVTFATANESSALLIRMFNEKGTLKDLIYKAKPKDPFLKKYCNPKKIQGLELQQIKTYGRQILEVLKFLHDKGFPYGHLHASNVMLDGDT.... Result: 1 (interaction). (7) The miRNA is hsa-miR-335-5p with sequence UCAAGAGCAAUAACGAAAAAUGU. The protein sequence of the target gene is MAASEVAGVVANAPSPPESSSLCASKSDEGLPDGLSTKDSAQKQKNSPLLSVSSQTITKENNRNVHLEHSEQNPGSSAGDTSAAHQVVLGENLIATALCLSGSGSQSDLKDVASTAGEEGDTSLRESLHPVTRSLKAGCHTKQLASRNCSEEKSPQTSILKEGNRDTSLDFRPVVSPANGVEGVRVDQDDDQDSSSLKLSQNIAVQTDFKTADSEVNTDQDIEKNLDKMMTERTLLKERYQEVLDKQRQVENQLQVQLKQLQQRREEEMKNHQEILKAIQDVTIKREETKKKIEKEKKEF.... Result: 1 (interaction). (8) The miRNA is rno-miR-652-3p with sequence AAUGGCGCCACUAGGGUUGUG. The protein sequence of the target gene is MAVMEVACPGTPGSAVGQQKELAKAKEKTQSLGKKQSCIFKLEAVEKSPVFCGKWEILNDVITKGTAKDGSEGGPPAISIIAQAECENSQEFSPTFSERIFIAGSQQYSQSESLDQIPNNVAHATEGKMARVCRRGKRHGKARKKRRKKRSKSLAQAGVALAKPLPRTPEQESCTIPVQEDESPLGNLYARNVSQFTKPLGGPGLGHLCFKKQDEGLRPVLPRPELHKLISPLQCLNHVWKLHHPQATGPRPHPTHPFPYSGMPHPFPFYPLEPWKPYMLDSAVLDKLAGVSGQRPLPGP.... Result: 0 (no interaction). (9) The miRNA is hsa-miR-3686 with sequence AUCUGUAAGAGAAAGUAAAUGA. The protein sequence of the target gene is MVGQMYCYPGSHLARALTRALALALVLALLVGPFLSGLAGAIPAPGGRWARDGQVPPASRSRSVLLDVSAGQLLMVDGRHPDAVAWANLTNAIRETGWAFLELGTSGQYNDSLQAYAAGVVEAAVSEELIYMHWMNTVVNYCGPFEYEVGYCERLKSFLEANLEWMQEEMESNPDSPYWHQVRLTLLQLKGLEDSYEGRVSFPAGKFTIKPLGFLLLQLSGDLEDLELALNKTKIKPSLGSGSCSALIKLLPGQSDLLVAHNTWNNYQHMLRVIKKYWLQFREGPWGDYPLVPGNKLVFS.... Result: 1 (interaction). (10) The miRNA is hsa-miR-4659b-3p with sequence UUUCUUCUUAGACAUGGCAGCU. The protein sequence of the target gene is MNTSPGTVGSDPVILATAGYDHTVRFWQAHSGICTRTVQHQDSQVNALEVTPDRSMIAAAGYQHIRMYDLNSNNPNPIISYDGVNKNIASVGFHEDGRWMYTGGEDCTARIWDLRSRNLQCQRIFQVNAPINCVCLHPNQAELIVGDQSGAIHIWDLKTDHNEQLIPEPEVSITSAHIDPDASYMAAVNSTGNCYVWNLTGGIGDEVTQLIPKTKIPAHTRYALQCRFSPDSTLLATCSADQTCKIWRTSNFSLMTELSIKSGNPGESSRGWMWGCAFSGDSQYIVTASSDNLARLWCVE.... Result: 0 (no interaction).